The task is: Predict the reactants needed to synthesize the given product.. This data is from Full USPTO retrosynthesis dataset with 1.9M reactions from patents (1976-2016). (1) Given the product [Cl:1][C:2]1[C:3]([C:18]#[N:19])=[CH:4][C:5]2[N:6]([C:8]([S:14]([N:24]3[CH2:25][C:22]([F:26])([F:21])[CH2:23]3)(=[O:16])=[O:15])=[C:9]([CH:11]([CH3:13])[CH3:12])[N:10]=2)[CH:7]=1, predict the reactants needed to synthesize it. The reactants are: [Cl:1][C:2]1[C:3]([C:18]#[N:19])=[CH:4][C:5]2[N:6]([C:8]([S:14](Cl)(=[O:16])=[O:15])=[C:9]([CH:11]([CH3:13])[CH3:12])[N:10]=2)[CH:7]=1.Cl.[F:21][C:22]1([F:26])[CH2:25][NH:24][CH2:23]1.C(N(CC)CC)C.C(=O)([O-])O.[Na+]. (2) Given the product [CH3:1][C@H:2]1[C@@H:10]2[CH2:11][CH2:12][C:13]3[CH:14]=[N:15][CH:16]=[N:17][C:18]=3[C@@:9]2([C:19]2[CH:24]=[CH:23][CH:22]=[CH:21][CH:20]=2)[CH2:8][CH:4]([C:5]#[N:6])[C:3]1=[O:7], predict the reactants needed to synthesize it. The reactants are: [CH3:1][C@H:2]1[C@@H:10]2[CH2:11][CH2:12][C:13]3[CH:14]=[N:15][CH:16]=[N:17][C:18]=3[C@@:9]2([C:19]2[CH:24]=[CH:23][CH:22]=[CH:21][CH:20]=2)[CH2:8][C:4]2[CH:5]=[N:6][O:7][C:3]1=2.C[O-].[Na+].